Dataset: Catalyst prediction with 721,799 reactions and 888 catalyst types from USPTO. Task: Predict which catalyst facilitates the given reaction. Reactant: C([O:9][CH2:10][CH2:11][N:12]1[C:20]2[C:19](Cl)=[N:18][CH:17]=[N:16][C:15]=2[CH:14]=[CH:13]1)(=O)C1C=CC=CC=1.[S:22]1[C:26]2[CH:27]=[CH:28][CH:29]=[C:30]([O:31][C:32]3[CH:38]=[CH:37][C:35]([NH2:36])=[CH:34][C:33]=3[C:39]([F:42])([F:41])[F:40])[C:25]=2[CH:24]=[N:23]1.C(O)(C)C.[OH-].[Na+]. Product: [S:22]1[C:26]2[CH:27]=[CH:28][CH:29]=[C:30]([O:31][C:32]3[CH:38]=[CH:37][C:35]([NH:36][C:19]4[C:20]5[N:12]([CH2:11][CH2:10][OH:9])[CH:13]=[CH:14][C:15]=5[N:16]=[CH:17][N:18]=4)=[CH:34][C:33]=3[C:39]([F:40])([F:42])[F:41])[C:25]=2[CH:24]=[N:23]1. The catalyst class is: 8.